Dataset: Forward reaction prediction with 1.9M reactions from USPTO patents (1976-2016). Task: Predict the product of the given reaction. (1) Given the reactants [F:1][C:2]([F:30])([F:29])[C:3]1[CH:4]=[C:5]([CH:22]=[C:23]([C:25]([F:28])([F:27])[F:26])[CH:24]=1)[CH2:6][N:7]([CH2:18][CH2:19][CH2:20][OH:21])[C:8](=[O:17])[C:9]1[C:14]([I:15])=[CH:13][CH:12]=[N:11][C:10]=1Cl.[H-].[Na+].O, predict the reaction product. The product is: [F:1][C:2]([F:30])([F:29])[C:3]1[CH:4]=[C:5]([CH:22]=[C:23]([C:25]([F:28])([F:27])[F:26])[CH:24]=1)[CH2:6][N:7]1[CH2:18][CH2:19][CH2:20][O:21][C:10]2[N:11]=[CH:12][CH:13]=[C:14]([I:15])[C:9]=2[C:8]1=[O:17]. (2) Given the reactants [CH3:13][C:12]([O:11][C:9](O[C:9]([O:11][C:12]([CH3:15])([CH3:14])[CH3:13])=[O:10])=[O:10])([CH3:15])[CH3:14].[CH2:16]([CH2:18][NH2:19])[OH:17], predict the reaction product. The product is: [OH:17][CH2:16][CH2:18][NH:19][C:9](=[O:10])[O:11][C:12]([CH3:13])([CH3:14])[CH3:15]. (3) Given the reactants [O:1]1[C:5]2([CH2:10][CH2:9][CH:8]([CH:11]([C:14]#[N:15])[C:12]#[N:13])[CH2:7][CH2:6]2)[O:4][CH2:3][CH2:2]1.Cl.[NH2:17][OH:18], predict the reaction product. The product is: [O:1]1[C:5]2([CH2:10][CH2:9][CH:8]([CH:11]3[C:12](=[NH:13])[O:18][NH:17][C:14]3=[NH:15])[CH2:7][CH2:6]2)[O:4][CH2:3][CH2:2]1. (4) Given the reactants N1C=CN=C1.[OH:6][C:7]1[C:21]([CH3:22])=[CH:20][C:10]([CH2:11][P:12](=[O:19])([O:16][CH2:17][CH3:18])[O:13][CH2:14][CH3:15])=[CH:9][C:8]=1[O:23][CH3:24].[Si:25](Cl)([C:28]([CH3:31])([CH3:30])[CH3:29])([CH3:27])[CH3:26].[OH-].[NH4+], predict the reaction product. The product is: [Si:25]([O:6][C:7]1[C:21]([CH3:22])=[CH:20][C:10]([CH2:11][P:12](=[O:19])([O:16][CH2:17][CH3:18])[O:13][CH2:14][CH3:15])=[CH:9][C:8]=1[O:23][CH3:24])([C:28]([CH3:31])([CH3:30])[CH3:29])([CH3:27])[CH3:26]. (5) Given the reactants C[O:2][C:3](=[O:27])[C:4]1[CH:9]=[CH:8][C:7]([S:10]([N:13]2[C:21]3[C:16](=[CH:17][CH:18]=[CH:19][CH:20]=3)[C:15]([CH:22]3[CH2:26][CH2:25][CH2:24][CH2:23]3)=[CH:14]2)(=[O:12])=[O:11])=[CH:6][CH:5]=1.[OH-].[Na+].Cl, predict the reaction product. The product is: [CH:22]1([C:15]2[C:16]3[C:21](=[CH:20][CH:19]=[CH:18][CH:17]=3)[N:13]([S:10]([C:7]3[CH:8]=[CH:9][C:4]([C:3]([OH:27])=[O:2])=[CH:5][CH:6]=3)(=[O:12])=[O:11])[CH:14]=2)[CH2:23][CH2:24][CH2:25][CH2:26]1. (6) Given the reactants Cl[CH2:2][C:3]1[CH:8]=[N:7][C:6]2[N:9]([CH2:12][CH3:13])[N:10]=[CH:11][C:5]=2[C:4]=1[NH:14][CH:15]1[CH2:20][CH2:19][O:18][CH2:17][CH2:16]1.[N-:21]=[N+:22]=[N-:23].[Li+].O, predict the reaction product. The product is: [N:21]([CH2:2][C:3]1[CH:8]=[N:7][C:6]2[N:9]([CH2:12][CH3:13])[N:10]=[CH:11][C:5]=2[C:4]=1[NH:14][CH:15]1[CH2:20][CH2:19][O:18][CH2:17][CH2:16]1)=[N+:22]=[N-:23]. (7) Given the reactants [H-].[Na+].[C:3]([C:7]1[CH:8]=[C:9]2[C:14](=[C:15]([F:17])[CH:16]=1)[C:13](=[O:18])[NH:12][N:11]=[CH:10]2)([CH3:6])([CH3:5])[CH3:4].[Br:19][C:20]1[CH:25]=[CH:24][C:23]([CH2:26]Br)=[C:22]([F:28])[CH:21]=1.O, predict the reaction product. The product is: [Br:19][C:20]1[CH:25]=[CH:24][C:23]([CH2:26][N:12]2[N:11]=[CH:10][C:9]3[C:14](=[C:15]([F:17])[CH:16]=[C:7]([C:3]([CH3:6])([CH3:4])[CH3:5])[CH:8]=3)[C:13]2=[O:18])=[C:22]([F:28])[CH:21]=1.